Dataset: Forward reaction prediction with 1.9M reactions from USPTO patents (1976-2016). Task: Predict the product of the given reaction. (1) Given the reactants [CH2:1]([O:8][C:9]([N:11]1[CH2:16][CH2:15][N:14]([CH:17]2[CH2:22][CH2:21][N:20]([C:23]3[CH:28]=[CH:27][C:26]([N+:29]([O-])=O)=[C:25]([O:32][CH3:33])[CH:24]=3)[CH2:19][CH2:18]2)[CH2:13][CH2:12]1)=[O:10])[C:2]1[CH:7]=[CH:6][CH:5]=[CH:4][CH:3]=1.C(O)(=O)C, predict the reaction product. The product is: [CH2:1]([O:8][C:9]([N:11]1[CH2:16][CH2:15][N:14]([CH:17]2[CH2:22][CH2:21][N:20]([C:23]3[CH:28]=[CH:27][C:26]([NH2:29])=[C:25]([O:32][CH3:33])[CH:24]=3)[CH2:19][CH2:18]2)[CH2:13][CH2:12]1)=[O:10])[C:2]1[CH:7]=[CH:6][CH:5]=[CH:4][CH:3]=1. (2) Given the reactants Br[C:2]1[C:21]([O:22][CH3:23])=[CH:20][C:5]2[NH:6][C:7](=[O:19])[CH2:8][N:9]=[C:10]([C:11]3[CH:12]=[C:13]([CH:16]=[CH:17][CH:18]=3)[C:14]#[N:15])[C:4]=2[CH:3]=1.C1(B(O)O)C=CC=CC=1.[CH3:33][O:34][C:35]1[CH:40]=[CH:39][CH:38]=[CH:37][C:36]=1B(O)O, predict the reaction product. The product is: [CH3:23][O:22][C:21]1[C:2]([C:36]2[CH:37]=[CH:38][CH:39]=[CH:40][C:35]=2[O:34][CH3:33])=[CH:3][C:4]2[C:10]([C:11]3[CH:12]=[C:13]([CH:16]=[CH:17][CH:18]=3)[C:14]#[N:15])=[N:9][CH2:8][C:7](=[O:19])[NH:6][C:5]=2[CH:20]=1. (3) Given the reactants [NH2:1][C:2]1[C:7]([N+:8]([O-:10])=[O:9])=[CH:6][CH:5]=[CH:4][C:3]=1[OH:11].[CH3:12][C:13]1[O:17][C:16]([C:18]2[CH:23]=[CH:22][CH:21]=[CH:20][CH:19]=2)=N[C:14]=1[CH2:24][CH2:25]O.[C:27]1(P(C2C=CC=CC=2)C2C=CC=CC=2)C=CC=CC=1.N(CC(OC(C)C)=O)=NCC(OC(C)C)=O, predict the reaction product. The product is: [CH3:12][C:13]1[O:17][C:16]([C:18]2[CH:23]=[CH:22][CH:21]=[CH:20][CH:19]=2)=[CH:27][C:14]=1[CH2:24][CH2:25][O:11][C:3]1[CH:4]=[CH:5][CH:6]=[C:7]([N+:8]([O-:10])=[O:9])[C:2]=1[NH2:1]. (4) Given the reactants [CH:1]1([CH2:7][NH2:8])[CH2:6][CH2:5][CH2:4][CH2:3][CH2:2]1.F[C:10]1[CH:15]=[CH:14][C:13]([NH:16][C:17](=[O:19])[CH3:18])=[CH:12][C:11]=1[N+:20]([O-:22])=[O:21].C(=O)([O-])[O-].[Na+].[Na+], predict the reaction product. The product is: [CH:1]1([CH2:7][NH:8][C:10]2[CH:15]=[CH:14][C:13]([NH:16][C:17](=[O:19])[CH3:18])=[CH:12][C:11]=2[N+:20]([O-:22])=[O:21])[CH2:6][CH2:5][CH2:4][CH2:3][CH2:2]1. (5) Given the reactants [Cl:1][C:2]1[C:11]([C:12]2[CH:17]=[CH:16][CH:15]=[CH:14][CH:13]=2)=[C:10](Cl)[C:9]2[C:4](=[CH:5][CH:6]=[C:7]([C:19]([C:27]3[N:31]([CH3:32])[CH:30]=[N:29][CH:28]=3)([C:21]3[CH:26]=[CH:25][N:24]=[CH:23][CH:22]=3)[OH:20])[CH:8]=2)[N:3]=1.[CH3:33][NH2:34].[F:35][C:36]([F:41])([F:40])[C:37]([OH:39])=[O:38], predict the reaction product. The product is: [Cl:1][C:2]1[C:11]([C:12]2[CH:13]=[CH:14][CH:15]=[CH:16][CH:17]=2)=[C:10]([NH:34][CH3:33])[C:9]2[C:4](=[CH:5][CH:6]=[C:7]([C:19]([C:27]3[N:31]([CH3:32])[CH:30]=[N:29][CH:28]=3)([C:21]3[CH:26]=[CH:25][N:24]=[CH:23][CH:22]=3)[OH:20])[CH:8]=2)[N:3]=1.[C:37]([OH:39])([C:36]([F:41])([F:40])[F:35])=[O:38]. (6) Given the reactants Cl[C:2]1[CH:11]=[N:10][C:9]2[C:4](=[C:5]([CH3:13])[C:6]([F:12])=[CH:7][CH:8]=2)[N:3]=1.[CH3:14][O-:15].[Na+], predict the reaction product. The product is: [F:12][C:6]1[C:5]([CH3:13])=[C:4]2[C:9]([N:10]=[CH:11][C:2]([O:15][CH3:14])=[N:3]2)=[CH:8][CH:7]=1.